Dataset: Full USPTO retrosynthesis dataset with 1.9M reactions from patents (1976-2016). Task: Predict the reactants needed to synthesize the given product. Given the product [Cl:32][C:33]1[C:34]2[CH:41]=[CH:40][N:39]([C@@H:13]3[O:16][C@H:17]([CH2:18][O:19][CH2:20][C:21]4[CH:26]=[CH:25][C:24]([Cl:27])=[CH:23][C:22]=4[Cl:28])[C@@H:11]([O:10][CH2:9][C:3]4[CH:4]=[CH:5][C:6]([Cl:8])=[CH:7][C:2]=4[Cl:1])[C@@:12]3([CH3:30])[OH:29])[C:35]=2[N:36]=[CH:37][N:38]=1, predict the reactants needed to synthesize it. The reactants are: [Cl:1][C:2]1[CH:7]=[C:6]([Cl:8])[CH:5]=[CH:4][C:3]=1[CH2:9][O:10][C@@H:11]1[C@@H:17]([CH2:18][O:19][CH2:20][C:21]2[CH:26]=[CH:25][C:24]([Cl:27])=[CH:23][C:22]=2[Cl:28])[O:16][C@H:13](OC)[C@:12]1([CH3:30])[OH:29].Br.[Cl:32][C:33]1[N:38]=[CH:37][NH:36][C:35]2=[N:39][CH:40]=[CH:41][C:34]=12.[H-].[Na+].